This data is from Full USPTO retrosynthesis dataset with 1.9M reactions from patents (1976-2016). The task is: Predict the reactants needed to synthesize the given product. (1) Given the product [F:44][C:38]1[C:39]([F:43])=[CH:40][CH:41]=[CH:42][C:37]=1[CH2:36][S:35][C:29]1[N:28]=[C:27]([NH:26][S:23]([N:21]2[CH2:20][CH:19]([OH:18])[CH2:22]2)(=[O:25])=[O:24])[CH:32]=[C:31]([O:33][CH3:34])[N:30]=1, predict the reactants needed to synthesize it. The reactants are: [Si]([O:18][CH:19]1[CH2:22][N:21]([S:23]([NH:26][C:27]2[CH:32]=[C:31]([O:33][CH3:34])[N:30]=[C:29]([S:35][CH2:36][C:37]3[CH:42]=[CH:41][CH:40]=[C:39]([F:43])[C:38]=3[F:44])[N:28]=2)(=[O:25])=[O:24])[CH2:20]1)(C(C)(C)C)(C1C=CC=CC=1)C1C=CC=CC=1.[F-].C([N+](CCCC)(CCCC)CCCC)CCC. (2) Given the product [F:30][C:29]([F:32])([F:31])[C:27]([O-:33])=[O:28].[NH2:1][C:2]([C:4]1[C:12]2[C:8](=[CH:9][N:10]([C:13]3([CH3:26])[CH2:14][CH2:15][NH2+:16][CH2:17][CH2:18]3)[N:11]=2)[CH:7]=[CH:6][CH:5]=1)=[O:3], predict the reactants needed to synthesize it. The reactants are: [NH2:1][C:2]([C:4]1[C:12]2[C:8](=[CH:9][N:10]([C:13]3([CH3:26])[CH2:18][CH2:17][N:16](C(OC(C)(C)C)=O)[CH2:15][CH2:14]3)[N:11]=2)[CH:7]=[CH:6][CH:5]=1)=[O:3].[C:27]([OH:33])([C:29]([F:32])([F:31])[F:30])=[O:28].C(Cl)Cl. (3) Given the product [C:34]1([C:4](=[O:32])[CH2:5][CH2:6][CH2:7][CH2:8][CH2:9][CH2:10][CH2:11][CH2:12][CH2:13][CH2:14][CH2:15][N:16]2[C:28]3[C:27]4[CH:26]=[CH:25][CH:24]=[CH:23][C:22]=4[N:21]=[CH:20][C:19]=3[N:18]=[C:17]2[CH2:29][CH2:30][CH3:31])[CH:39]=[CH:38][CH:37]=[CH:36][CH:35]=1, predict the reactants needed to synthesize it. The reactants are: CON(C)[C:4](=[O:32])[CH2:5][CH2:6][CH2:7][CH2:8][CH2:9][CH2:10][CH2:11][CH2:12][CH2:13][CH2:14][CH2:15][N:16]1[C:28]2[C:27]3[CH:26]=[CH:25][CH:24]=[CH:23][C:22]=3[N:21]=[CH:20][C:19]=2[N:18]=[C:17]1[CH2:29][CH2:30][CH3:31].[C:34]1([Mg]Br)[CH:39]=[CH:38][CH:37]=[CH:36][CH:35]=1. (4) Given the product [Cl:21][C:22]1[CH:30]=[CH:29][CH:28]=[CH:27][C:23]=1[C:24](=[O:25])[C:4](=[CH:3][N:10]([CH3:11])[CH3:12])[C:5]([O:7][CH2:8][CH3:9])=[O:6], predict the reactants needed to synthesize it. The reactants are: CN[C:3]([NH:10][CH3:11])=[CH:4][C:5]([O:7][CH2:8][CH3:9])=[O:6].[CH:12](N(CC)C(C)C)(C)C.[Cl:21][C:22]1[CH:30]=[CH:29][CH:28]=[CH:27][C:23]=1[C:24](Cl)=[O:25]. (5) Given the product [Cl:20][C:21]1[CH:22]=[C:23]([CH2:29][CH2:30][NH:31][C:8]2[C:9](=[O:10])[N:5]([CH:1]([CH3:3])[CH3:4])[S:6](=[O:18])(=[O:19])[C:7]=2[C:12]2[CH:13]=[CH:14][CH:15]=[CH:16][CH:17]=2)[CH:24]=[CH:25][C:26]=1[O:27][CH3:28], predict the reactants needed to synthesize it. The reactants are: [C:1]([N:5]1[C:9](=[O:10])[C:8](Cl)=[C:7]([C:12]2[CH:17]=[CH:16][CH:15]=[CH:14][CH:13]=2)[S:6]1(=[O:19])=[O:18])([CH3:4])([CH3:3])C.[Cl:20][C:21]1[CH:22]=[C:23]([CH2:29][CH2:30][NH2:31])[CH:24]=[CH:25][C:26]=1[O:27][CH3:28]. (6) The reactants are: [CH:1]([C:3]1[N:4]=[C:5]([CH3:20])[NH:6][C:7]=1[C:8]1[C:9]([CH3:19])=[CH:10][C:11]([CH3:18])=[C:12]([CH:17]=1)[C:13]([O:15][CH3:16])=[O:14])=[O:2].[BH4-].[Na+]. Given the product [OH:2][CH2:1][C:3]1[N:4]=[C:5]([CH3:20])[NH:6][C:7]=1[C:8]1[C:9]([CH3:19])=[CH:10][C:11]([CH3:18])=[C:12]([CH:17]=1)[C:13]([O:15][CH3:16])=[O:14], predict the reactants needed to synthesize it. (7) Given the product [F:1][C:2]1[CH:3]=[CH:4][C:5]([CH2:6][N:7]2[CH2:16][CH2:15][C:14]3[C:9](=[C:10]([O:23][CH3:24])[C:11](=[O:22])[N:12]([CH3:21])[C:13]=3[N:17]([CH3:28])[C:18](=[O:20])[CH3:19])[C:8]2=[O:25])=[CH:26][CH:27]=1, predict the reactants needed to synthesize it. The reactants are: [F:1][C:2]1[CH:27]=[CH:26][C:5]([CH2:6][N:7]2[CH2:16][CH2:15][C:14]3[C:9](=[C:10]([O:23][CH3:24])[C:11](=[O:22])[N:12]([CH3:21])[C:13]=3[NH:17][C:18](=[O:20])[CH3:19])[C:8]2=[O:25])=[CH:4][CH:3]=1.[C:28]([O-])([O-])=O.[Cs+].[Cs+].CI. (8) Given the product [F:14][C:8]1[CH:7]=[C:6]2[C:11]([C:2]([NH:30][C:27]3[CH:26]=[CH:25][C:24]([O:23][C:19]4[CH:18]=[N:17][CH:22]=[CH:21][CH:20]=4)=[CH:29][CH:28]=3)=[C:3]([C:15]#[N:16])[CH:4]=[N:5]2)=[CH:10][C:9]=1[O:12][CH3:13], predict the reactants needed to synthesize it. The reactants are: Cl[C:2]1[C:11]2[C:6](=[CH:7][C:8]([F:14])=[C:9]([O:12][CH3:13])[CH:10]=2)[N:5]=[CH:4][C:3]=1[C:15]#[N:16].[N:17]1[CH:22]=[CH:21][CH:20]=[C:19]([O:23][C:24]2[CH:29]=[CH:28][C:27]([NH2:30])=[CH:26][CH:25]=2)[CH:18]=1.Cl.N1C=CC=CC=1. (9) Given the product [C:8]([C:5]1[N:6]=[CH:7][C:2]([NH:1][C:23](=[O:24])[CH2:22][CH2:21][CH2:20][CH2:19][CH2:18][NH:17][C:10](=[O:11])[O:12][C:13]([CH3:14])([CH3:15])[CH3:16])=[CH:3][CH:4]=1)#[N:9], predict the reactants needed to synthesize it. The reactants are: [NH2:1][C:2]1[CH:3]=[CH:4][C:5]([C:8]#[N:9])=[N:6][CH:7]=1.[C:10]([NH:17][CH2:18][CH2:19][CH2:20][CH2:21][CH2:22][C:23](O)=[O:24])([O:12][C:13]([CH3:16])([CH3:15])[CH3:14])=[O:11].C1CCC(N=C=NC2CCCCC2)CC1.CC1C=CC(S([O-])(=O)=O)=CC=1.C1C=C[NH+]=CC=1.